Dataset: Forward reaction prediction with 1.9M reactions from USPTO patents (1976-2016). Task: Predict the product of the given reaction. Given the reactants S(Cl)(Cl)=O.[NH2:5][CH:6]([C:11]1[CH:16]=[CH:15][CH:14]=[CH:13][CH:12]=1)[CH2:7][C:8]([OH:10])=[O:9].[CH3:17]O, predict the reaction product. The product is: [NH2:5][CH:6]([C:11]1[CH:16]=[CH:15][CH:14]=[CH:13][CH:12]=1)[CH2:7][C:8]([O:10][CH3:17])=[O:9].